Dataset: Peptide-MHC class I binding affinity with 185,985 pairs from IEDB/IMGT. Task: Regression. Given a peptide amino acid sequence and an MHC pseudo amino acid sequence, predict their binding affinity value. This is MHC class I binding data. (1) The peptide sequence is STLEFSKRT. The MHC is HLA-A02:01 with pseudo-sequence HLA-A02:01. The binding affinity (normalized) is 0. (2) The peptide sequence is EPFLVQFWI. The MHC is HLA-A02:16 with pseudo-sequence HLA-A02:16. The binding affinity (normalized) is 0.0847. (3) The peptide sequence is RTSKTSLER. The MHC is HLA-A02:03 with pseudo-sequence HLA-A02:03. The binding affinity (normalized) is 0.